Dataset: Forward reaction prediction with 1.9M reactions from USPTO patents (1976-2016). Task: Predict the product of the given reaction. (1) Given the reactants Cl[C:2]1[CH:10]=[CH:9][C:5]([C:6]([OH:8])=[O:7])=[CH:4][N:3]=1.[OH:11][CH:12]1[CH2:16][CH2:15][O:14][CH2:13]1.[OH-].[K+].Cl, predict the reaction product. The product is: [O:14]1[CH2:15][CH2:16][CH:12]([O:11][C:2]2[CH:10]=[CH:9][C:5]([C:6]([OH:8])=[O:7])=[CH:4][N:3]=2)[CH2:13]1. (2) The product is: [Cl:20][CH:22]([CH2:23][C:2]1[CH:7]=[C:6]([N:8]2[C:12](=[O:13])[N:11]([CH:14]([F:16])[F:15])[C:10]([CH3:17])=[N:9]2)[C:5]([F:18])=[CH:4][C:3]=1[Cl:19])[C:21]([OH:25])=[O:24]. Given the reactants N[C:2]1[C:3]([Cl:19])=[CH:4][C:5]([F:18])=[C:6]([N:8]2[C:12](=[O:13])[N:11]([CH:14]([F:16])[F:15])[C:10]([CH3:17])=[N:9]2)[CH:7]=1.[ClH:20].[C:21]([OH:25])(=[O:24])[CH:22]=[CH2:23].[Cl-].[Li+].N([O-])=O.[Na+], predict the reaction product. (3) The product is: [CH2:8]([O:10][C:11]([C:13]1[N:14]([CH3:30])[C:15]([CH2:28][CH3:29])=[C:16]([C:26]#[N:27])[C:17]=1[C:18]1[CH:23]=[CH:22][C:21]([CH2:24][O:25][S:32]([CH3:31])(=[O:34])=[O:33])=[CH:20][CH:19]=1)=[O:12])[CH3:9]. Given the reactants C(N(CC)CC)C.[CH2:8]([O:10][C:11]([C:13]1[N:14]([CH3:30])[C:15]([CH2:28][CH3:29])=[C:16]([C:26]#[N:27])[C:17]=1[C:18]1[CH:23]=[CH:22][C:21]([CH2:24][OH:25])=[CH:20][CH:19]=1)=[O:12])[CH3:9].[CH3:31][S:32](Cl)(=[O:34])=[O:33], predict the reaction product. (4) Given the reactants [NH2:1][C:2]1[C:3]([C:29]([F:32])([F:31])[F:30])=[N:4][C:5]2[C:10]([C:11]=1[NH:12][CH2:13][CH2:14][CH:15]1[CH2:20][CH2:19][N:18]([C:21]([O:23][C:24]([CH3:27])([CH3:26])[CH3:25])=[O:22])[CH2:17][CH2:16]1)=[CH:9][C:8]([CH3:28])=[CH:7][CH:6]=2.C(N(CC)CC)C.[I:40][C:41]1[CH:49]=[CH:48][C:44]([C:45](Cl)=O)=[CH:43][CH:42]=1, predict the reaction product. The product is: [I:40][C:41]1[CH:49]=[CH:48][C:44]([C:45]2[N:12]([CH2:13][CH2:14][CH:15]3[CH2:20][CH2:19][N:18]([C:21]([O:23][C:24]([CH3:25])([CH3:26])[CH3:27])=[O:22])[CH2:17][CH2:16]3)[C:11]3[C:10]4[CH:9]=[C:8]([CH3:28])[CH:7]=[CH:6][C:5]=4[N:4]=[C:3]([C:29]([F:32])([F:31])[F:30])[C:2]=3[N:1]=2)=[CH:43][CH:42]=1. (5) Given the reactants C=O.[F:3][C:4]([F:33])([F:32])[C:5]1[CH:6]=[C:7]([CH:25]=[C:26]([C:28]([F:31])([F:30])[F:29])[CH:27]=1)[C:8]([N:10]1[CH2:15][CH2:14][NH:13][CH2:12][C@H:11]1[CH2:16][C:17]1[CH:22]=[CH:21][C:20]([CH3:23])=[C:19]([CH3:24])[CH:18]=1)=[O:9].[CH2:34]([OH:37])[C:35]#[CH:36].[C:38](=O)([O-])O.[Na+], predict the reaction product. The product is: [F:33][C:4]([F:3])([F:32])[C:5]1[CH:6]=[C:7]([CH:25]=[C:26]([C:28]([F:29])([F:30])[F:31])[CH:27]=1)[C:8]([N:10]1[CH2:15][CH2:14][N:13]([CH2:38][C:36]#[C:35][CH2:34][OH:37])[CH2:12][C@H:11]1[CH2:16][C:17]1[CH:22]=[CH:21][C:20]([CH3:23])=[C:19]([CH3:24])[CH:18]=1)=[O:9]. (6) Given the reactants C[Si]([N-][Si](C)(C)C)(C)C.[Na+].[CH2:11]([SH:15])[CH2:12][CH2:13][CH3:14].[CH3:16][C:17]1[CH:18]=[C:19]([C:34]2[S:38][C:37]([N:39]3[CH2:45][CH2:44][CH2:43][NH:42][C:41](=[O:46])[CH2:40]3)=[N:36][CH:35]=2)[CH:20]=[C:21]([NH:23][C:24]2[N:29]=[C:28](S(C)(=O)=O)[CH:27]=[CH:26][N:25]=2)[CH:22]=1, predict the reaction product. The product is: [CH2:11]([S:15][C:26]1[CH:27]=[CH:28][N:29]=[C:24]([NH:23][C:21]2[CH:20]=[C:19]([C:34]3[S:38][C:37]([N:39]4[CH2:45][CH2:44][CH2:43][NH:42][C:41](=[O:46])[CH2:40]4)=[N:36][CH:35]=3)[CH:18]=[C:17]([CH3:16])[CH:22]=2)[N:25]=1)[CH2:12][CH2:13][CH3:14]. (7) Given the reactants [O:1]([CH2:8][C:9]([OH:11])=O)[C:2]1[CH:7]=[CH:6][CH:5]=[CH:4][CH:3]=1.ON1C2C=CC=CC=2N=N1.C(N=C=NCCCN(C)C)C.CN1CCOCC1.[NH2:40][C:41]1[CH:46]=[CH:45][CH:44]=[CH:43][C:42]=1[NH:47][C:48]([C:50]1[S:51][C:52]2[CH2:53][NH:54][CH2:55][CH2:56][C:57]=2[N:58]=1)=[O:49], predict the reaction product. The product is: [NH2:40][C:41]1[CH:46]=[CH:45][CH:44]=[CH:43][C:42]=1[NH:47][C:48]([C:50]1[S:51][C:52]2[CH2:53][N:54]([C:9](=[O:11])[CH2:8][O:1][C:2]3[CH:3]=[CH:4][CH:5]=[CH:6][CH:7]=3)[CH2:55][CH2:56][C:57]=2[N:58]=1)=[O:49]. (8) The product is: [CH2:1]([O:3][C:4]([C:6]1[N:7]([CH2:11][O:12][CH2:13][CH2:14][Si:15]([CH3:17])([CH3:16])[CH3:18])[CH:8]=[C:9]([Br:26])[N:10]=1)=[O:5])[CH3:2]. Given the reactants [CH2:1]([O:3][C:4]([C:6]1[N:7]([CH2:11][O:12][CH2:13][CH2:14][Si:15]([CH3:18])([CH3:17])[CH3:16])[CH:8]=[CH:9][N:10]=1)=[O:5])[CH3:2].C1C(=O)N([Br:26])C(=O)C1, predict the reaction product.